Predict the product of the given reaction. From a dataset of Forward reaction prediction with 1.9M reactions from USPTO patents (1976-2016). Given the reactants Cl[C:2]1[C:11]2[C:6](=[CH:7][CH:8]=[CH:9][CH:10]=2)[NH:5]/[C:4](=[C:12]2/[C:13]([CH3:18])=[N:14][NH:15][C:16]/2=[O:17])/[CH:3]=1.[CH3:19][C:20]1[C:28]([SH:29])=[CH:27][CH:26]=[CH:25][C:21]=1[C:22]([OH:24])=[O:23], predict the reaction product. The product is: [CH3:19][C:20]1[C:28]([S:29][C:2]2[C:11]3[C:6](=[CH:7][CH:8]=[CH:9][CH:10]=3)[NH:5]/[C:4](=[C:12]3/[C:13]([CH3:18])=[N:14][NH:15][C:16]/3=[O:17])/[CH:3]=2)=[CH:27][CH:26]=[CH:25][C:21]=1[C:22]([OH:24])=[O:23].